Dataset: Forward reaction prediction with 1.9M reactions from USPTO patents (1976-2016). Task: Predict the product of the given reaction. (1) Given the reactants O[C:2]1([C:15]2[CH:20]=[CH:19][C:18]([N+:21]([O-:23])=[O:22])=[CH:17][CH:16]=2)[C:11]2[C:6](=[CH:7][CH:8]=[C:9]([O:12][CH3:13])[CH:10]=2)CC(C)O1.[C:24]([NH:27][NH2:28])(=[O:26])[CH3:25], predict the reaction product. The product is: [C:24]([NH:27][N:28]=[C:2]([C:11]1[CH:6]=[CH:7][CH:8]=[C:9]([O:12][CH3:13])[CH:10]=1)[C:15]1[CH:16]=[CH:17][C:18]([N+:21]([O-:23])=[O:22])=[CH:19][CH:20]=1)(=[O:26])[CH3:25]. (2) Given the reactants [CH2:1]([C:3]1[N:7]=[C:6]([CH:8]([NH2:10])[CH3:9])[O:5][N:4]=1)[CH3:2].[N:11]1[CH:16]=[CH:15][CH:14]=[CH:13][C:12]=1[CH:17]=O, predict the reaction product. The product is: [CH2:1]([C:3]1[N:7]=[C:6]([CH:8]([NH:10][CH2:17][C:12]2[CH:13]=[CH:14][CH:15]=[CH:16][N:11]=2)[CH3:9])[O:5][N:4]=1)[CH3:2]. (3) Given the reactants [C:1]1(=[O:11])[NH:5][C:4](=[O:6])[C:3]2=[CH:7][CH:8]=[CH:9][CH:10]=[C:2]12.[K].[CH2:13](Br)[CH:14]=[CH2:15], predict the reaction product. The product is: [CH2:15]([N:5]1[C:1](=[O:11])[C:2]2=[CH:10][CH:9]=[CH:8][CH:7]=[C:3]2[C:4]1=[O:6])[CH:14]=[CH2:13]. (4) Given the reactants CC1OC(CCC(Cl)=O)=CC=1.[C:12]([O:16][C:17]([NH:19][CH:20]([CH2:24][C:25]1[O:26][C:27]([CH3:30])=[CH:28][CH:29]=1)[C:21]([OH:23])=[O:22])=[O:18])([CH3:15])([CH3:14])[CH3:13], predict the reaction product. The product is: [C:12]([O:16][C:17]([NH:19][C@@H:20]([CH2:24][C:25]1[O:26][C:27]([CH3:30])=[CH:28][CH:29]=1)[C:21]([OH:23])=[O:22])=[O:18])([CH3:15])([CH3:14])[CH3:13].